Dataset: Catalyst prediction with 721,799 reactions and 888 catalyst types from USPTO. Task: Predict which catalyst facilitates the given reaction. Reactant: [C:1]([C@@H:4]1[CH2:9][CH2:8][C@H:7]([O:10][C:11]2[CH:31]=[CH:30][C:14]([C:15]([NH:17][CH2:18][CH2:19][NH:20][C:21](=[O:29])[C:22]3[CH:27]=[CH:26][C:25]([Cl:28])=[CH:24][CH:23]=3)=[O:16])=[CH:13][CH:12]=2)[CH2:6][CH2:5]1)(=O)[NH2:2].FC(F)(F)C(O)=O.C(=O)([O-])O.[Na+]. Product: [Cl:28][C:25]1[CH:24]=[CH:23][C:22]([C:21]([NH:20][CH2:19][CH2:18][NH:17][C:15](=[O:16])[C:14]2[CH:30]=[CH:31][C:11]([O:10][C@H:7]3[CH2:8][CH2:9][C@@H:4]([C:1]#[N:2])[CH2:5][CH2:6]3)=[CH:12][CH:13]=2)=[O:29])=[CH:27][CH:26]=1. The catalyst class is: 1.